The task is: Predict the reaction yield, written as a fraction of the theoretical maximum amount of product (1.0 means a 100% yield; for example, 0.34 means a 34% yield).. This data is from Reaction yield outcomes from USPTO patents with 853,638 reactions. (1) The reactants are [H-].[H-].[H-].[H-].[Li+].[Al+3].[C:7]([C:9]1[CH:16]=[CH:15][C:12]([CH2:13][OH:14])=[CH:11][CH:10]=1)#[N:8].O.[OH-].[Na+]. The catalyst is C(OCC)C. The product is [NH2:8][CH2:7][C:9]1[CH:16]=[CH:15][C:12]([CH2:13][OH:14])=[CH:11][CH:10]=1. The yield is 0.290. (2) The reactants are [H-].[Na+].[C:3]([O:7][C:8](=[O:20])[NH:9][CH2:10][C:11]1[CH:16]=[CH:15][CH:14]=[CH:13][C:12]=1[N:17]=[N+:18]=[N-:19])([CH3:6])([CH3:5])[CH3:4].Br[CH2:22][C:23]#[C:24][C:25]1[CH:30]=[CH:29][C:28]([F:31])=[CH:27][CH:26]=1. The catalyst is CCCCCC.CN(C=O)C. The product is [C:3]([O:7][C:8]([N:9]1[CH2:22][C:23]2[N:17]([N:18]=[N:19][C:24]=2[C:25]2[CH:30]=[CH:29][C:28]([F:31])=[CH:27][CH:26]=2)[C:12]2[CH:13]=[CH:14][CH:15]=[CH:16][C:11]=2[CH2:10]1)=[O:20])([CH3:6])([CH3:4])[CH3:5]. The yield is 0.122.